Dataset: Full USPTO retrosynthesis dataset with 1.9M reactions from patents (1976-2016). Task: Predict the reactants needed to synthesize the given product. (1) Given the product [F:34][C:18]1[CH:19]=[C:20]([N:23]2[CH2:27][C@H:26]([CH2:28][NH:29][C:30](=[O:32])[CH3:31])[O:25][C:24]2=[O:33])[CH:21]=[CH:22][C:17]=1[N:14]1[CH2:15][CH2:16][NH:11][CH2:12][CH2:13]1, predict the reactants needed to synthesize it. The reactants are: C(OC([N:11]1[CH2:16][CH2:15][N:14]([C:17]2[CH:22]=[CH:21][C:20]([N:23]3[CH2:27][CH:26]([CH2:28][NH:29][C:30](=[O:32])[CH3:31])[O:25][C:24]3=[O:33])=[CH:19][C:18]=2[F:34])[CH2:13][CH2:12]1)=O)C1C=CC=CC=1.[H][H].CO.CCOC(C)=O. (2) Given the product [CH:38]1([CH2:37][C@H:30]([NH:29][C:11](=[O:12])[C@@H:10]([NH:14][C:15](=[O:28])[C@@H:16]([NH:18][C:19](=[O:27])[CH2:20][N:21]2[CH2:26][CH2:25][O:24][CH2:23][CH2:22]2)[CH3:17])[CH2:9][C:4]2[CH:5]=[CH:6][C:7]([CH3:8])=[C:2]([OH:1])[CH:3]=2)[C:31]([C@@:33]2([CH3:36])[CH2:35][O:34]2)=[O:32])[CH2:42][CH2:41][CH2:40][CH2:39]1, predict the reactants needed to synthesize it. The reactants are: [OH:1][C:2]1[CH:3]=[C:4]([CH2:9][C@H:10]([NH:14][C:15](=[O:28])[C@@H:16]([NH:18][C:19](=[O:27])[CH2:20][N:21]2[CH2:26][CH2:25][O:24][CH2:23][CH2:22]2)[CH3:17])[C:11](O)=[O:12])[CH:5]=[CH:6][C:7]=1[CH3:8].[NH2:29][C@@H:30]([CH2:37][CH:38]1[CH2:42][CH2:41][CH2:40][CH2:39]1)[C:31]([C@@:33]1([CH3:36])[CH2:35][O:34]1)=[O:32].CN(C(ON1N=NC2C=CC=NC1=2)=[N+](C)C)C.F[P-](F)(F)(F)(F)F.CCN(C(C)C)C(C)C. (3) Given the product [ClH:1].[Cl:1][C:2]1[CH:3]=[CH:4][C:5]([C:35]#[N:36])=[C:6]([C:8]2[C:13]([O:14][CH3:15])=[CH:12][N:11]([CH2:16][C:17]([NH:19][C:20]3[CH:21]=[CH:22][C:23]4[N:24]([CH:26]=[C:27]([C:29]([OH:31])=[O:30])[N:28]=4)[CH:25]=3)=[O:18])[C:10](=[O:34])[CH:9]=2)[CH:7]=1, predict the reactants needed to synthesize it. The reactants are: [Cl:1][C:2]1[CH:3]=[CH:4][C:5]([C:35]#[N:36])=[C:6]([C:8]2[C:13]([O:14][CH3:15])=[CH:12][N:11]([CH2:16][C:17]([NH:19][C:20]3[CH:21]=[CH:22][C:23]4[N:24]([CH:26]=[C:27]([C:29]([O:31]CC)=[O:30])[N:28]=4)[CH:25]=3)=[O:18])[C:10](=[O:34])[CH:9]=2)[CH:7]=1.[OH-].[Li+]. (4) Given the product [CH2:1]([O:3][P:4]([CH2:9][O:10][CH2:15]/[CH:14]=[CH:13]\[CH2:12][Cl:11])(=[O:8])[O:5][CH2:6][CH3:7])[CH3:2], predict the reactants needed to synthesize it. The reactants are: [CH2:1]([O:3][P:4]([CH2:9][OH:10])(=[O:8])[O:5][CH2:6][CH3:7])[CH3:2].[Cl:11][CH2:12]/[CH:13]=[CH:14]\[CH2:15]Cl.[H-].[Na+].[Cl-].[NH4+]. (5) Given the product [C:1]([N:5]1[CH2:10][CH2:9][N:8]([CH:12]2[CH2:29][CH2:28][C:15]3([CH2:16][CH2:17][N:18]([C:21]([O:23][C:24]([CH3:25])([CH3:26])[CH3:27])=[O:22])[CH2:19][CH2:20]3)[CH2:14][CH2:13]2)[CH2:7][CH2:6]1)([CH3:4])([CH3:3])[CH3:2], predict the reactants needed to synthesize it. The reactants are: [C:1]([N:5]1[CH2:10][CH2:9][NH:8][CH2:7][CH2:6]1)([CH3:4])([CH3:3])[CH3:2].O=[C:12]1[CH2:29][CH2:28][C:15]2([CH2:20][CH2:19][N:18]([C:21]([O:23][C:24]([CH3:27])([CH3:26])[CH3:25])=[O:22])[CH2:17][CH2:16]2)[CH2:14][CH2:13]1.C(N(CC)CC)C.C(O[BH-](OC(=O)C)OC(=O)C)(=O)C.[Na+].C([O-])(O)=O.[Na+]. (6) Given the product [S:25]1[C:21]2[CH:20]=[CH:19][C:18]([C:2]3[CH:9]=[CH:8][C:5]([NH:6][CH3:7])=[CH:4][CH:3]=3)=[CH:26][C:22]=2[N:23]=[CH:24]1, predict the reactants needed to synthesize it. The reactants are: Br[C:2]1[CH:9]=[CH:8][C:5]([NH:6][CH3:7])=[CH:4][CH:3]=1.CC1(C)C(C)(C)OB([C:18]2[CH:19]=[CH:20][C:21]3[S:25][CH:24]=[N:23][C:22]=3[CH:26]=2)O1. (7) Given the product [CH3:1][O:2][C:3](=[O:11])[C:4]1[CH:9]=[CH:8][C:7]([NH:10][C:20](=[O:21])[CH:19]([Br:18])[CH3:23])=[CH:6][CH:5]=1, predict the reactants needed to synthesize it. The reactants are: [CH3:1][O:2][C:3](=[O:11])[C:4]1[CH:9]=[CH:8][C:7]([NH2:10])=[CH:6][CH:5]=1.N1C=CC=CC=1.[Br:18][CH:19]([CH3:23])[C:20](Br)=[O:21]. (8) Given the product [CH:1]([N:4]1[C:8]([C:9]2[N:18]=[C:17]3[C:16]4[CH:19]=[C:20]([S:23]([CH:24]5[CH2:29][CH2:28][N:27]([C:30]([CH3:35])([CH3:34])[C:31]([NH2:33])=[O:32])[CH2:26][CH2:25]5)=[O:37])[CH:21]=[CH:22][C:15]=4[O:14][CH2:13][CH2:12][N:11]3[CH:10]=2)=[N:7][CH:6]=[N:5]1)([CH3:3])[CH3:2], predict the reactants needed to synthesize it. The reactants are: [CH:1]([N:4]1[C:8]([C:9]2[N:18]=[C:17]3[N:11]([CH2:12][CH2:13][O:14][C:15]4[CH:22]=[CH:21][C:20]([S:23][CH:24]5[CH2:29][CH2:28][N:27]([C:30]([CH3:35])([CH3:34])[C:31]([NH2:33])=[O:32])[CH2:26][CH2:25]5)=[CH:19][C:16]=43)[CH:10]=2)=[N:7][CH:6]=[N:5]1)([CH3:3])[CH3:2].C(O)(C(F)(F)F)=[O:37].C1C=C(Cl)C=C(C(OO)=O)C=1. (9) Given the product [OH:17][CH2:16][CH2:15][CH2:14][CH2:13][CH2:12][O:11][C:8]1[CH:9]=[CH:10][C:5]([C:3]([O:2][CH3:1])=[O:4])=[CH:6][CH:7]=1, predict the reactants needed to synthesize it. The reactants are: [CH3:1][O:2][C:3]([C:5]1[CH:6]=[CH:7][C:8]([OH:11])=[CH:9][CH:10]=1)=[O:4].[CH2:12](O)[CH2:13][CH2:14][CH2:15][CH2:16][OH:17].C1(P(C2C=CC=CC=2)C2C=CC=CC=2)C=CC=CC=1.